This data is from Reaction yield outcomes from USPTO patents with 853,638 reactions. The task is: Predict the reaction yield, written as a fraction of the theoretical maximum amount of product (1.0 means a 100% yield; for example, 0.34 means a 34% yield). The reactants are [CH3:1][C:2]1[S:3][CH:4]=[CH:5][N:6]=1.[NH2:7][O:8][S:9]([C:12]1[C:17]([CH3:18])=[CH:16][C:15]([CH3:19])=[CH:14][C:13]=1[CH3:20])(=[O:11])=[O:10].C(OC(C)C)(C)C. The catalyst is C1(C)C=CC=CC=1.C(OCC)(=O)C.C1(C)C=CC=CC=1. The product is [CH3:18][C:17]1[CH:16]=[C:15]([CH3:19])[CH:14]=[C:13]([CH3:20])[C:12]=1[S:9]([O-:11])(=[O:10])=[O:8].[NH2:7][N+:6]1[CH:5]=[CH:4][S:3][C:2]=1[CH3:1]. The yield is 0.630.